This data is from Full USPTO retrosynthesis dataset with 1.9M reactions from patents (1976-2016). The task is: Predict the reactants needed to synthesize the given product. Given the product [Br:1][C:2]1[CH:3]=[CH:4][C:5]([C@@H:8]([CH3:17])[CH2:9][NH:10][C:35](=[O:36])[O:37][C:38]([CH3:39])([CH3:40])[CH3:41])=[CH:6][CH:7]=1, predict the reactants needed to synthesize it. The reactants are: [Br:1][C:2]1[CH:7]=[CH:6][C:5]([C@@H:8]([CH3:17])[CH2:9][NH:10]C(=O)C(F)(F)F)=[CH:4][CH:3]=1.[OH-].[Na+].C(N(CC)CC)C.[C:35](O[C:35]([O:37][C:38]([CH3:41])([CH3:40])[CH3:39])=[O:36])([O:37][C:38]([CH3:41])([CH3:40])[CH3:39])=[O:36].